Dataset: TCR-epitope binding with 47,182 pairs between 192 epitopes and 23,139 TCRs. Task: Binary Classification. Given a T-cell receptor sequence (or CDR3 region) and an epitope sequence, predict whether binding occurs between them. (1) Result: 0 (the TCR does not bind to the epitope). The epitope is ARMILMTHF. The TCR CDR3 sequence is CASSEEDGQAYEQYF. (2) The epitope is NQKLIANQF. The TCR CDR3 sequence is CASSQSLAGDVYEQYF. Result: 0 (the TCR does not bind to the epitope).